The task is: Binary Classification. Given a drug SMILES string, predict its activity (active/inactive) in a high-throughput screening assay against a specified biological target.. This data is from Serine/threonine kinase 33 screen with 319,792 compounds. (1) The drug is O(c1n(nc2c1ccc(c2)C(=O)NCc1occc1)CCCC)CC. The result is 0 (inactive). (2) The compound is O1CCN(CC1)C(=O)c1c2c(nc(c1)c1ccccc1)cccc2. The result is 0 (inactive). (3) The compound is S(=O)(=O)(CCC1NCCCC1)c1ccccc1. The result is 0 (inactive). (4) The molecule is O=C1C(/c2c(C=C1)cccc2)=C\Nc1ccc(O)cc1. The result is 1 (active).